Predict the reaction yield, written as a fraction of the theoretical maximum amount of product (1.0 means a 100% yield; for example, 0.34 means a 34% yield). From a dataset of Reaction yield outcomes from USPTO patents with 853,638 reactions. (1) The reactants are [Cl:1][C:2]1[S:6][C:5]([S:7]([NH:10][C@H:11]([CH:19]=[O:20])[C@H:12]([CH3:18])[CH2:13][C:14]([F:17])([F:16])[F:15])(=[O:9])=[O:8])=[CH:4][CH:3]=1.[CH3:21][Mg]Br.CCOC(C)=O.CCCCCC. The catalyst is C1COCC1. The product is [Cl:1][C:2]1[S:6][C:5]([S:7]([NH:10][C@H:11]([CH:19]([OH:20])[CH3:21])[C@H:12]([CH3:18])[CH2:13][C:14]([F:15])([F:16])[F:17])(=[O:9])=[O:8])=[CH:4][CH:3]=1. The yield is 0.495. (2) The reactants are [Br:1][C:2]1[C:6]([Br:7])=[CH:5][S:4][CH:3]=1.[Al+3].[Cl-].[Cl-].[Cl-].[CH2:12]([CH:19]([CH2:23][CH2:24][CH2:25][CH2:26][CH2:27][CH2:28][CH2:29][CH2:30][CH3:31])[C:20](Cl)=[O:21])[CH2:13][CH2:14][CH2:15][CH2:16][CH2:17][CH3:18]. The catalyst is C(Cl)Cl. The product is [Br:1][C:2]1[C:6]([Br:7])=[CH:5][S:4][C:3]=1[C:20](=[O:21])[CH:19]([CH2:12][CH2:13][CH2:14][CH2:15][CH2:16][CH2:17][CH3:18])[CH2:23][CH2:24][CH2:25][CH2:26][CH2:27][CH2:28][CH2:29][CH2:30][CH3:31]. The yield is 0.740. (3) The reactants are Br[CH2:2][CH2:3][O:4][C:5]1[CH:10]=[CH:9][C:8]([NH:11][C:12](=[O:21])[C:13]2[CH:18]=[CH:17][C:16]([F:19])=[CH:15][C:14]=2[F:20])=[CH:7][C:6]=1[C:22]1[N:23]([CH3:27])[N:24]=[CH:25][CH:26]=1.C(N(CC)C(C)C)(C)C.[NH2:37][CH:38]1[CH2:43][CH2:42][O:41][CH2:40][CH2:39]1. The catalyst is CN(C)C(=O)C. The product is [F:20][C:14]1[CH:15]=[C:16]([F:19])[CH:17]=[CH:18][C:13]=1[C:12]([NH:11][C:8]1[CH:9]=[CH:10][C:5]([O:4][CH2:3][CH2:2][NH:37][CH:38]2[CH2:43][CH2:42][O:41][CH2:40][CH2:39]2)=[C:6]([C:22]2[N:23]([CH3:27])[N:24]=[CH:25][CH:26]=2)[CH:7]=1)=[O:21]. The yield is 0.590. (4) The reactants are [C:1]([C:4]1[C:22](=[O:23])[C@@:8]2([CH3:24])[C:9]3[C:15]([OH:16])=[CH:14][C:13]([O:17][CH3:18])=[C:12]([C:19]([NH2:21])=[O:20])[C:10]=3[O:11][C:7]2=[CH:6][C:5]=1[OH:25])(=[O:3])[CH3:2].[Br:26][C:27]1[CH:34]=[CH:33][CH:32]=[CH:31][C:28]=1[CH:29]=O.C([SiH](CC)CC)C.FC(F)(F)C(O)=O. The catalyst is C1(C)C=CC=CC=1. The product is [C:1]([C:4]1[C:22](=[O:23])[C@@:8]2([CH3:24])[C:9]3[C:15]([OH:16])=[CH:14][C:13]([O:17][CH3:18])=[C:12]([C:19]([NH:21][CH2:29][C:28]4[CH:31]=[CH:32][CH:33]=[CH:34][C:27]=4[Br:26])=[O:20])[C:10]=3[O:11][C:7]2=[CH:6][C:5]=1[OH:25])(=[O:3])[CH3:2]. The yield is 0.370. (5) The reactants are [H-].[Na+].[C:3]([C:5]1[CH:6]=[C:7]([CH:40]([CH3:42])[CH3:41])[C:8]2[O:12][C:11]([C:13]3[CH:38]=[CH:37][C:16]([C:17]([NH:19][CH2:20][C:21]4([CH3:36])[O:25][C:24](=[O:26])[N:23](CC5C=CC(OC)=CC=5)[CH2:22]4)=[O:18])=[CH:15][CH:14]=3)=[N:10][C:9]=2[CH:39]=1)#[N:4].Cl[C:44]1[N:49]=[C:48]([C:50]([F:53])([F:52])[F:51])[CH:47]=[CH:46][N:45]=1. The catalyst is CN(C)C=O. The product is [C:3]([C:5]1[CH:6]=[C:7]([CH:40]([CH3:42])[CH3:41])[C:8]2[O:12][C:11]([C:13]3[CH:38]=[CH:37][C:16]([C:17]([NH:19][CH2:20][C:21]4([CH3:36])[O:25][C:24](=[O:26])[N:23]([C:44]5[N:49]=[C:48]([C:50]([F:53])([F:52])[F:51])[CH:47]=[CH:46][N:45]=5)[CH2:22]4)=[O:18])=[CH:15][CH:14]=3)=[N:10][C:9]=2[CH:39]=1)#[N:4]. The yield is 0.590.